This data is from Drug-target binding data from BindingDB using IC50 measurements. The task is: Regression. Given a target protein amino acid sequence and a drug SMILES string, predict the binding affinity score between them. We predict pIC50 (pIC50 = -log10(IC50 in M); higher means more potent). Dataset: bindingdb_ic50. (1) The drug is CC(=O)N[C@@H]1[C@@H](NC(=N)NC(=O)CSc2cccc3ccccc23)C=C(C(=O)O)O[C@H]1[C@H](O)[C@H](O)CO. The target protein sequence is MNPNQKIITIGSICMVIGIVSLMLQIGNMISIWVSHSIQTGNQRQAEPISNTKFLTEKAVASVTLAGNSSLCPISGWAVYSKDNSIRIGSRGDVFVIREPFISCSHLECRTFFLTQGALLNDKHSNGTVKDRSPHRTLMSCPVGEAPSPYNSRFESVAWSASACHDGTSWLTIGISGPDNGAVAVLKYNGIITDTIKSWRNNILRTQESECACVNGSCFTVMTDGPSSGQASYKIFKMEKGKVVKSVELDAPNYHYEECSCYPDAGEITCVCRDNWHGSNRPWVSFNQNLEYQIGYICSGVFGDNPRPNDGTGSCGPVSPNGAYGVKGFSFKYGNGVWIGRTKSTNSRSGFEMIWDPNGWTGTDSSFSVKQDIVAITDWSGYSGSFVQHPELTGLDCIRPCFWVELIRGRPKESTIWTSGSSISFCGVNSDTVSWSWPDGAELPFTIDK. The pIC50 is 7.7. (2) The small molecule is NCC1(Cc2nnn[nH]2)CCCCCC1. The target protein (P54290) has sequence MAAGCLLALTLTLFQSWLIGPSSEEPFPSPVTIKSWVDKMQEDLVTLAKTASGVTQLADIYEKYQDLYTVEPNNARQLVEIAARDIEKLLSNRSKALVRLAMEAEKVQAAHQWREDFASNEVVYYNAKDDLDPERNESESGSQRIKPVFIEDANFGRQISYQHAAVHIPTDIYEGSTIVLNELNWTSALDEVFKRNRDEDPTLLWQVFAADRLARYYPASPWVDNSRTPNKIDLYDVRRRPWYIQGAASPKDMLILVDVSGSVSGLTLKLIRTSVSEMLETLSDDDFVNVASFNSNAQDVSCFQHLVQANVRNKKVLKDAVNNITAKGITDYKKGFTFAFEQLLNYNVSRANCNKIIMLFTDGGEERAQEIFAKYNKDKKVRVFTFSVGQHNYDRGPIQWMACENKGYYYEIPSIGAIRINTQEYLDVLGRPMVLAGDKAKQVQWTNVYLDALELGLVITGTLPVFNVTGQSENKTNLKNQLILGVMGVDVSLEDIKRLT.... The pIC50 is 5.2. (3) The compound is Cc1nc2ccccc2n1C(=O)NCCCCc1ccccc1. The target protein (Q13510) has sequence MPGRSCVALVLLAAAVSCAVAQHAPPWTEDCRKSTYPPSGPTYRGAVPWYTINLDLPPYKRWHELMLDKAPVLKVIVNSLKNMINTFVPSGKIMQVVDEKLPGLLGNFPGPFEEEMKGIAAVTDIPLGEIISFNIFYELFTICTSIVAEDKKGHLIHGRNMDFGVFLGWNINNDTWVITEQLKPLTVNLDFQRNNKTVFKASSFAGYVGMLTGFKPGLFSLTLNERFSINGGYLGILEWILGKKDVMWIGFLTRTVLENSTSYEEAKNLLTKTKILAPAYFILGGNQSGEGCVITRDRKESLDVYELDAKQGRWYVVQTNYDRWKHPFFLDDRRTPAKMCLNRTSQENISFETMYDVLSTKPVLNKLTVYTTLIDVTKGQFETYLRDCPDPCIGW. The pIC50 is 9.0. (4) The drug is COc1cccc(Nc2nc(Cl)nc3c2ncn3C)c1. The target protein (Q9FUJ3) has sequence MANLRLMITLITVLMITKSSNGIKIDLPKSLNLTLSTDPSIISAASHDFGNITTVTPGGVICPSSTADISRLLQYAANGKSTFQVAARGQGHSLNGQASVSGGVIVNMTCITDVVVSKDKKYADVAAGTLWVDVLKKTAEKGVSPVSWTDYLHITVGGTLSNGGIGGQVFRNGPLVSNVLELDVITGKGEMLTCSRQLNPELFYGVLGGLGQFGIITRARIVLDHAPKRAKWFRMLYSDFTTFTKDQERLISMANDIGVDYLEGQIFLSNGVVDTSFFPPSDQSKVADLVKQHGIIYVLEVAKYYDDPNLPIISKVIDTLTKTLSYLPGFISMHDVAYFDFLNRVHVEENKLRSLGLWELPHPWLNLYVPKSRILDFHNGVVKDILLKQKSASGLALLYPTNRNKWDNRMSAMIPEIDEDVIYIIGLLQSATPKDLPEVESVNEKIIRFCKDSGIKIKQYLMHYTSKEDWIEHFGSKWDDFSKRKDLFDPKKLLSPGQDI.... The pIC50 is 4.2. (5) The drug is CC[C@H](C)[C@H](NC(=O)[C@H](CCC(N)=O)NC(=O)[C@@H](NC(C)=O)[C@@H](C)O)C(=O)N[C@H](C(=O)N[C@@H](Cc1c[nH]c2ccccc12)C(=O)N[C@H](C(=O)O)C(C)C)[C@@H](O)CO. The target protein sequence is MSKTLKKKKHWLSKVQECAVSWAGPPGDFGAEIRGGAERGEFPYLGRLREEPGGGTCCVVSGKAPSPGDVLLEVNGTPVSGLTNRDTLAVIRHFREPIRLKTVKPGKVINKDLRHYLSLQFQKGSIDHKLQQVIRDNLYLRTIPCTTRAPRDGEVPGVDYNFISVEQFKALEESGALLESGTYDGNFYGTPKPPAEPSPFQPDPVDQVLFDNEFDAESQRKRTTSVSKMERMDSSLPEEEEDEDKEAINGSGNAENRERHSESSDWMKTVPSYNQTNSSMDFRNYMMRDETLEPLPKNWEMAYTDTGMIYFIDHNTKTTTWLDPRLCKKAKAPEDCEDGELPYGWEKIEDPQYGTYYVDFTLVAQAGVQWHDLGSLQPPPPGFNHLNQKTQFENPVEEAKRKKQLGQVEIGSSKPDMEKSHFTRDPSQLKGVLVRASLKKSTMGFGFTIIGGDRPDEFLQVKNVLKDGPAAQDGKIAPGDVIVDINGNCVLGHTHADVVQ.... The pIC50 is 5.3. (6) The compound is Cc1ccc(C(=O)Nc2ccc(CN3CCN(C)CC3)c(C(F)(F)F)c2)cc1C#Cc1cnc2cccnn12. The target protein sequence is HSDSISSLASEREYITSLDLSANELRDIDALSQKCCISVHLEHLEKLELHQNALTSFPQQLCETLKSLTHLDLHSNKFTSFPSYLLKMSCIANLDVSRNDIGPSVVLDPTVKCPTLKQFNLSYNQLSFVPENLTDVVEKLEQLILEGNKISGICSPLRLKELKILNLSKNHISSLSENFLEACPKVESFSARMNFLAAMPFLPPSMTILKLSQNKFSCIPEAILNLPHLRSLDMSSNDIQYLPGPAHWKSLNLRELLFSHNQISILDLSEKAYLWSRVEKLHLSHNKLKEIPPEIGCLENLTSLDVSYNLELRSFPNEMGKLSKIWDLPLDELHLNFDFKHIGCKAKDIIRFLQQRLKKAVPYNRMKLMIVGNTGSGKTTLLQQLMKTKKSDLGMQSATVGIDVKDWPIQIRDKRKRDLVLNVWDFAGREEFYSTHPHFMTQRALYLAVYDLSKGQAEVDAMKPWLFNIKARASSSPVILVGTHLDVSDEKQRKACMSKI.... The pIC50 is 6.1. (7) The compound is CP(C)(=O)c1ccc(Nc2ncnc3c2ncn3/C=C/c2cccc3[nH]ccc23)cc1. The target protein sequence is MLRGPGPGLLLLAVQCLGTAVPSTGASKSKRQAQQMVQPQSPVAVSQSKPGCYDNGKHYQINQQWERTYLGNALVCTCYGGSRGFNCESKPEAEETCFDKYTGNTYRVGDTYERPKDSMIWDCTCIGAGRGRISCTIANRCHEGGQSYKIGDTWRRPHETGGYMLECVCLGNGKGEWTCKPIAEKCFDHAAGTSYVVGETWEKPYQGWMMVDCTCLGEGSGRITCTSRNRCNDQDTRTSYRIGDTWSKKDNRGNLLQCICTGNGRGEWKCERHTSVQTTSSGSGPFTDVRAAVYQPQPHPQPPPYGHCVTDSGVVYSVGMQWLKTQGNKQMLCTCLGNGVSCQETAVTQTYGGNSNGEPCVLPFTYNGRTFYSCTTEGRQDGHLWCSTTSNYEQDQKYSFCTDHTVLVQTQGGNSNGALCHFPFLYNNHNYTDCTSEGRRDNMKWCGTTQNYDADQKFGFCPMAAHEEICTTNEGVMYRIGDQWDKQHDMGHMMRCTCVG.... The pIC50 is 6.7. (8) The small molecule is O=C(NCc1ccc(F)cc1)Nc1ccc(Oc2ccnc3[nH]c(-c4cccnc4)cc23)c(F)c1. The target protein sequence is MKAPAVLAPGILVLLFTLVQRSNGECKEALAKSEMNVNMKYQLPNFTAETPIQNVILHEHHIFLGATNYIYVLNEEDLQKVAEYKTGPVLEHPDCFPCQDCSSKANLSGGVWKDNINMALVVDTYYDDQLISCGSVNRGTCQRHVFPHNHTADIQSEVHCIFSPQIEEPSQCPDCVVSALGAKVLSSVKDRFINFFVGNTINSSYFPDHPLHSISVRRLKETKDGFMFLTDQSYIDVLPEFRDSYPIKYVHAFESNNFIYFLTVQRETLDAQTFHTRIIRFCSINSGLHSYMEMPLECILTEKRKKRSTKKEVFNILQAAYVSKPGAQLARQIGASLNDDILFGVFAQSKPDSAEPMDRSAMCAFPIKYVNDFFNKIVNKNNVRCLQHFYGPNHEHCFNRTLLRNSSGCEARRDEYRTEFTTALQRVDLFMGQFSEVLLTSISTFIKGDLTIANLGTSEGRFMQVVVSRSGPSTPHVNFLLDSHPVSPEVIVEHTLNQNG.... The pIC50 is 8.7. (9) The drug is Cc1ccc(-c2cc(C(F)F)nc(N3CCOCC3)n2)cc1. The target protein (P54149) has sequence MLSATRRALQLFHSLFPIPRMGDSAAKIVSPQEALPGRKEPLVVAAKHHVNGNRTVEPFPEGTQMAVFGMGCFWGAERKFWTLKGVYSTQVGFAGGYTPNPTYKEVCSGKTGHAEVVRVVFQPEHISFEELLKVFWENHDPTQGMRQGNDHGSQYRSAIYPTSAEHVGAALKSKEDYQKVLSEHGFGLITTDIREGQTFYYAEDYHQQYLSKDPDGYCGLGGTGVSCPLGIKK. The pIC50 is 3.8.